This data is from Full USPTO retrosynthesis dataset with 1.9M reactions from patents (1976-2016). The task is: Predict the reactants needed to synthesize the given product. (1) Given the product [C:10]([OH:11])(=[O:9])/[CH:12]=[CH:13]/[C:1]([OH:3])=[O:4].[CH2:1]([NH:2][C:13](=[O:15])[CH:12]([NH:22][CH2:23][C:24]1[CH:29]=[CH:28][CH:27]=[CH:26][CH:25]=1)[C:16]1[CH:17]=[CH:18][CH:19]=[CH:20][CH:21]=1)[C:16]1[CH:21]=[CH:20][CH:19]=[CH:18][CH:17]=1, predict the reactants needed to synthesize it. The reactants are: [C:1](=[O:4])([O-:3])[NH2:2].C([O:9][C:10]([C:12]([NH2:22])([C:16]1[CH:21]=[CH:20][CH:19]=[CH:18][CH:17]=1)[C:13]([OH:15])=O)=[O:11])(C)(C)C.[CH2:23](N)[C:24]1[CH:29]=[CH:28][CH:27]=[CH:26][CH:25]=1. (2) Given the product [CH3:19][O:18][C:15]1[CH:16]=[CH:17][C:12]([NH:11][C:4]2[C:5]3[N:6]([N:8]=[CH:9][N:10]=3)[CH:7]=[C:2]([C:30]3[CH:31]=[C:32]([CH:37]=[CH:38][CH:39]=3)[C:33]([O:35][CH3:36])=[O:34])[CH:3]=2)=[N:13][C:14]=1[O:20][CH3:21], predict the reactants needed to synthesize it. The reactants are: Cl[C:2]1[CH:3]=[C:4]([NH:11][C:12]2[CH:17]=[CH:16][C:15]([O:18][CH3:19])=[C:14]([O:20][CH3:21])[N:13]=2)[C:5]2[N:6]([N:8]=[CH:9][N:10]=2)[CH:7]=1.CC1(C)C(C)(C)OB([C:30]2[CH:31]=[C:32]([CH:37]=[CH:38][CH:39]=2)[C:33]([O:35][CH3:36])=[O:34])O1.CC(C1C=C(C(C)C)C(C2C=CC=CC=2P(C2CCCCC2)C2CCCCC2)=C(C(C)C)C=1)C.C([O-])([O-])=O.[Na+].[Na+]. (3) Given the product [CH2:8]1[NH:13][CH2:12][CH2:11][N:10]2[C@@H:15]([CH2:19][OH:20])[CH2:16][CH2:17][CH2:18][C@@H:9]12, predict the reactants needed to synthesize it. The reactants are: [H-].[H-].[H-].[H-].[Li+].[Al+3].O=[C:8]1[NH:13][CH2:12][C:11](=O)[N:10]2[C@@H:15]([C:19](OC)=[O:20])[CH2:16][CH2:17][CH2:18][C@@H:9]12. (4) Given the product [C:3]([C:5]1[CH:6]=[C:7]([C:15]2[O:19][N:18]=[C:17]([C:20]3[C:21]([O:34][CH3:35])=[C:22]([CH2:27][CH2:28][C:29]([OH:31])=[O:30])[CH:23]=[C:24]([F:26])[CH:25]=3)[N:16]=2)[CH:8]=[CH:9][C:10]=1[O:11][CH:12]([CH3:13])[CH3:14])#[N:4], predict the reactants needed to synthesize it. The reactants are: [OH-].[Na+].[C:3]([C:5]1[CH:6]=[C:7]([C:15]2[O:19][N:18]=[C:17]([C:20]3[C:21]([O:34][CH3:35])=[C:22]([CH2:27][CH2:28][C:29]([O:31]CC)=[O:30])[CH:23]=[C:24]([F:26])[CH:25]=3)[N:16]=2)[CH:8]=[CH:9][C:10]=1[O:11][CH:12]([CH3:14])[CH3:13])#[N:4].Cl. (5) Given the product [C:13]([C:7]1[CH:12]=[CH:11][CH:10]=[CH:9][CH:8]=1)#[C:14][CH2:1][CH2:2][CH2:3][CH3:4], predict the reactants needed to synthesize it. The reactants are: [CH:1]#[C:2][CH2:3][CH2:4]CC.[C:7]1([C:13]#[CH:14])[CH:12]=[CH:11][CH:10]=[CH:9][CH:8]=1.C(#N)C1C=CC=CC=1. (6) The reactants are: [C:1]([C:3]1[C:4]([CH3:24])=[N:5][C:6]2[N:7]([CH:17]=[C:18]([CH2:20][C:21](O)=[O:22])[N:19]=2)[C:8]=1[C:9]1[CH:14]=[CH:13][C:12]([Cl:15])=[CH:11][C:10]=1[Cl:16])#[N:2].[CH:25]1[CH:30]=[N:29][C:28]2N(O)N=N[C:27]=2C=1.C(Cl)CCl.N1CCCC1. Given the product [Cl:16][C:10]1[CH:11]=[C:12]([Cl:15])[CH:13]=[CH:14][C:9]=1[C:8]1[N:7]2[CH:17]=[C:18]([CH2:20][C:21](=[O:22])[N:29]3[CH2:28][CH2:27][CH2:25][CH2:30]3)[N:19]=[C:6]2[N:5]=[C:4]([CH3:24])[C:3]=1[C:1]#[N:2], predict the reactants needed to synthesize it.